The task is: Predict the product of the given reaction.. This data is from Forward reaction prediction with 1.9M reactions from USPTO patents (1976-2016). Given the reactants [Cl:1][C:2]1[CH:3]=[C:4]2[C:8](=[CH:9][CH:10]=1)[NH:7][C:6]1[CH2:11][N:12]([CH3:15])[CH2:13][CH2:14][C:5]2=1.[H-].[Na+].[O:18]1[CH2:20][CH:19]1[C:21]1[CH:26]=[CH:25][N:24]=[CH:23][CH:22]=1, predict the reaction product. The product is: [Cl:1][C:2]1[CH:3]=[C:4]2[C:8](=[CH:9][CH:10]=1)[N:7]([CH2:20][CH:19]([C:21]1[CH:26]=[CH:25][N:24]=[CH:23][CH:22]=1)[OH:18])[C:6]1[CH2:11][N:12]([CH3:15])[CH2:13][CH2:14][C:5]2=1.